From a dataset of Forward reaction prediction with 1.9M reactions from USPTO patents (1976-2016). Predict the product of the given reaction. (1) Given the reactants [C:1]([C:5]1[CH:6]=[C:7]([NH2:15])[C:8]([NH2:14])=[CH:9][C:10]=1[S:11][C:12]#[N:13])([CH3:4])([CH3:3])[CH3:2].[C:16](O[C:16]([O:18][C:19]([CH3:22])([CH3:21])[CH3:20])=[O:17])([O:18][C:19]([CH3:22])([CH3:21])[CH3:20])=[O:17], predict the reaction product. The product is: [C:19]([O:18][C:16](=[O:17])[NH:14][C:8]1[CH:9]=[C:10]([S:11][C:12]#[N:13])[C:5]([C:1]([CH3:4])([CH3:2])[CH3:3])=[CH:6][C:7]=1[NH:15][C:16]([O:18][C:19]([CH3:22])([CH3:21])[CH3:20])=[O:17])([CH3:22])([CH3:21])[CH3:20]. (2) Given the reactants [S:1]([O-:4])([O-:3])=[O:2].[Na+:5].[Na+].[C:7]([O-:10])([O-:9])=[O:8].[C:11]([O-:14])([O-:13])=[O:12].[OH:15][OH:16].OO.OO.[Na+].[Na+].[Na+].[Na+].OO, predict the reaction product. The product is: [S:1]([O-:4])([O-:3])=[O:2].[Na+:5].[Na+:5].[C:7]([O-:10])([O-:9])=[O:8].[C:11]([O-:14])([O-:13])=[O:12].[OH:15][OH:16].[OH:15][OH:16].[OH:15][OH:16].[Na+:5].[Na+:5].[Na+:5].[Na+:5]. (3) Given the reactants [Cl:1][C:2]1[CH:6]=[CH:5][S:4][C:3]=1[C:7](Cl)=[O:8].C[Si]([C:14]([Si](C)(C)C)([C:18]([O-:20])=[O:19])[C:15]([O-:17])=[O:16])(C)C.CCN([CH2:30][CH3:31])CC.[Li+].[Br-].OS(O)(=O)=O.[CH3:39]C#N, predict the reaction product. The product is: [Cl:1][C:2]1[CH:6]=[CH:5][S:4][C:3]=1[C:7](=[O:8])[CH2:14][C:15]([OH:17])=[O:16].[Cl:1][C:2]1[CH:6]=[CH:5][S:4][C:3]=1[C:7]1[O:8][C:30]([CH3:31])([CH3:39])[O:20][C:18](=[O:19])[CH:14]=1. (4) Given the reactants [Cl:1][C:2]1[CH:3]=[C:4]([CH:17]=[CH:18][CH:19]=1)[CH2:5][C:6]1[NH:7][C:8](=[O:16])[C:9]([C:14]#[N:15])=[C:10](SC)[N:11]=1.[CH3:20][N:21]1[CH2:26][CH2:25][NH:24][CH2:23][CH2:22]1, predict the reaction product. The product is: [Cl:1][C:2]1[CH:3]=[C:4]([CH:17]=[CH:18][CH:19]=1)[CH2:5][C:6]1[NH:7][C:8](=[O:16])[C:9]([C:14]#[N:15])=[C:10]([N:24]2[CH2:25][CH2:26][N:21]([CH3:20])[CH2:22][CH2:23]2)[N:11]=1. (5) Given the reactants [CH2:1]([C:4]1[C:11]([F:12])=[C:10]([F:13])[C:7]([CH2:8][OH:9])=[C:6]([F:14])[C:5]=1[F:15])[C:2]#[CH:3].[CH:16]([O:19][C:20](=[O:33])/[C:21](/[C:31]#[N:32])=[CH:22]/[C@@H:23]1[C@@H:25]([C:26](O)=[O:27])[C:24]1(C)C)([CH3:18])[CH3:17].Cl.CN(C)CCCN=C=NCC.[Cl-].[Na+], predict the reaction product. The product is: [CH:16]([O:19][C:20](=[O:33])/[C:21](/[C:31]#[N:32])=[CH:22]/[C@H:23]1[C@H:25]([C:26]([O:9][CH2:8][C:7]2[C:6]([F:14])=[C:5]([F:15])[C:4]([CH2:1][C:2]#[CH:3])=[C:11]([F:12])[C:10]=2[F:13])=[O:27])[CH2:24]1)([CH3:18])[CH3:17]. (6) The product is: [Cl:1][C:2]1[C:7]([S:8]([CH3:11])(=[O:9])=[O:10])=[CH:6][C:5]([C:12]2[N:13]([C:33]([N:35]3[CH2:40][CH2:39][N:38]([CH2:41][CH2:42][CH2:43][S:44]([CH3:47])(=[O:46])=[O:45])[CH2:37][CH2:36]3)=[O:34])[C@@:14]([C:26]3[CH:31]=[CH:30][C:29]([Cl:32])=[CH:28][CH:27]=3)([CH3:25])[C@@:15]([C:18]3[CH:19]=[CH:20][C:21]([Cl:24])=[CH:22][CH:23]=3)([CH3:17])[N:16]=2)=[C:4]([O:48][CH2:50][CH:51]2[CH2:53][CH2:52]2)[CH:3]=1. Given the reactants [Cl:1][C:2]1[C:7]([S:8]([CH3:11])(=[O:10])=[O:9])=[CH:6][C:5]([C:12]2[N:13]([C:33]([N:35]3[CH2:40][CH2:39][N:38]([CH2:41][CH2:42][CH2:43][S:44]([CH3:47])(=[O:46])=[O:45])[CH2:37][CH2:36]3)=[O:34])[C@@:14]([C:26]3[CH:31]=[CH:30][C:29]([Cl:32])=[CH:28][CH:27]=3)([CH3:25])[C@@:15]([C:18]3[CH:23]=[CH:22][C:21]([Cl:24])=[CH:20][CH:19]=3)([CH3:17])[N:16]=2)=[C:4]([OH:48])[CH:3]=1.Br[CH2:50][CH:51]1[CH2:53][CH2:52]1, predict the reaction product. (7) Given the reactants [CH3:1][N:2]1[C@@H:11]2[CH2:12][C:13]3[CH:18]=[CH:17][C:16]([OH:19])=[CH:15][C:14]=3[C@@:5]3([C@H:10]2[CH2:9][CH2:8][CH2:7][CH2:6]3)[CH2:4][CH2:3]1.C(O)(C(O)=O)C(O)C(O)=O.OC1O[C@H](CO)[C@@H](O[C@@H]2O[C@H](CO)[C@H](O)[C@H](O)[C@H]2O)[C@H](O)[C@H]1O, predict the reaction product. The product is: [CH3:1][N:2]1[C@@H:11]2[CH2:12][C:13]3[CH:18]=[CH:17][C:16]([OH:19])=[CH:15][C:14]=3[C@@:5]3([C@H:10]2[CH2:9][CH2:8][CH2:7][CH2:6]3)[CH2:4][CH2:3]1. (8) Given the reactants C(OC([N:8]1[CH2:12][CH2:11][CH2:10][C@H:9]1[C:13]1[O:17][N:16]=[C:15]([C:18]2[N:23]=[CH:22][CH:21]=[CH:20][N:19]=2)[CH:14]=1)=O)(C)(C)C, predict the reaction product. The product is: [N:23]1[CH:22]=[CH:21][CH:20]=[N:19][C:18]=1[C:15]1[CH:14]=[C:13]([C@@H:9]2[CH2:10][CH2:11][CH2:12][NH:8]2)[O:17][N:16]=1. (9) Given the reactants [NH2:1][C:2]1[N:7]=[C:6](Cl)[CH:5]=[C:4]([CH3:9])[N:3]=1.[CH3:10][C:11]1[CH:12]=[C:13](B(O)O)[CH:14]=[C:15]([CH3:17])[CH:16]=1, predict the reaction product. The product is: [CH3:9][C:4]1[CH:5]=[C:6]([C:13]2[CH:14]=[C:15]([CH3:17])[CH:16]=[C:11]([CH3:10])[CH:12]=2)[N:7]=[C:2]([NH2:1])[N:3]=1.